This data is from Reaction yield outcomes from USPTO patents with 853,638 reactions. The task is: Predict the reaction yield, written as a fraction of the theoretical maximum amount of product (1.0 means a 100% yield; for example, 0.34 means a 34% yield). The reactants are [F:1][C:2]([F:19])([F:18])[C:3]1[CH:4]=[C:5]([NH:9][N:10]=[C:11]([C:15](=[O:17])[CH3:16])[C:12](=[O:14])[CH3:13])[CH:6]=[CH:7][CH:8]=1.[CH3:20]OC(OC)N(C)C. The catalyst is CN(C=O)C.Cl. The product is [C:15]([C:11]1[C:12](=[O:14])[CH:13]=[CH:20][N:9]([C:5]2[CH:6]=[CH:7][CH:8]=[C:3]([C:2]([F:18])([F:19])[F:1])[CH:4]=2)[N:10]=1)(=[O:17])[CH3:16]. The yield is 0.650.